Dataset: Peptide-MHC class II binding affinity with 134,281 pairs from IEDB. Task: Regression. Given a peptide amino acid sequence and an MHC pseudo amino acid sequence, predict their binding affinity value. This is MHC class II binding data. (1) The peptide sequence is SDLLTNSVIIMAYVT. The MHC is DRB1_1501 with pseudo-sequence DRB1_1501. The binding affinity (normalized) is 0.901. (2) The peptide sequence is TLWQRPLVTIKIGGQLTEAL. The MHC is DRB1_0901 with pseudo-sequence DRB1_0901. The binding affinity (normalized) is 0.250. (3) The MHC is HLA-DPA10201-DPB10101 with pseudo-sequence HLA-DPA10201-DPB10101. The peptide sequence is VLAIVALVVATIIAI. The binding affinity (normalized) is 0.167.